Dataset: Catalyst prediction with 721,799 reactions and 888 catalyst types from USPTO. Task: Predict which catalyst facilitates the given reaction. (1) Reactant: [C:1]([O:4][C@H:5]1[C@H:10]([O:11][C:12](=[O:14])[CH3:13])[C@@H:9]([O:15][C:16](=[O:18])[CH3:17])[C@H:8]([C:19]2[CH:24]=[CH:23][C:22]([CH2:25][CH3:26])=[C:21]([CH2:27][C:28]3[CH:29]=[C:30]4[C:35](=[CH:36][CH:37]=3)[O:34][CH2:33][CH2:32][CH2:31]4)[CH:20]=2)[O:7][CH:6]1OC(=O)C)(=[O:3])[CH3:2].C(=O)(O)[O-].[Na+].[BrH:47]. Product: [C:12]([O:11][C@@H:10]1[C@@H:9]([O:15][C:16](=[O:18])[CH3:17])[C@H:8]([C:19]2[CH:24]=[CH:23][C:22]([CH2:25][CH3:26])=[C:21]([CH2:27][C:28]3[CH:29]=[C:30]4[C:35](=[CH:36][CH:37]=3)[O:34][CH2:33][CH2:32][CH2:31]4)[CH:20]=2)[O:7][CH:6]([Br:47])[C@H:5]1[O:4][C:1](=[O:3])[CH3:2])(=[O:14])[CH3:13]. The catalyst class is: 676. (2) Reactant: [CH3:1][C:2]1[O:6][C:5]([C:7]2[CH:12]=[CH:11][C:10]([C:13]([F:16])([F:15])[F:14])=[CH:9][CH:8]=2)=[N:4][C:3]=1[CH2:17][O:18][C:19]1[CH:24]=[CH:23][C:22]([S:25]([OH:28])(=O)=[O:26])=[CH:21][CH:20]=1.[Na].CN(C)C=O.S(Cl)([Cl:37])=O. Product: [CH3:1][C:2]1[O:6][C:5]([C:7]2[CH:12]=[CH:11][C:10]([C:13]([F:16])([F:15])[F:14])=[CH:9][CH:8]=2)=[N:4][C:3]=1[CH2:17][O:18][C:19]1[CH:24]=[CH:23][C:22]([S:25]([Cl:37])(=[O:28])=[O:26])=[CH:21][CH:20]=1. The catalyst class is: 192. (3) Reactant: C([O:3][C:4](=[O:22])[CH2:5][NH:6][C:7]([C:9]1[CH:14]=[CH:13][C:12]([NH:15][C:16]2[CH:21]=[CH:20][CH:19]=[CH:18][CH:17]=2)=[CH:11][N:10]=1)=[O:8])C.CO.O.O[Li].O. Product: [C:16]1([NH:15][C:12]2[CH:13]=[CH:14][C:9]([C:7]([NH:6][CH2:5][C:4]([OH:22])=[O:3])=[O:8])=[N:10][CH:11]=2)[CH:17]=[CH:18][CH:19]=[CH:20][CH:21]=1. The catalyst class is: 1. (4) Reactant: [C:1]([NH2:5])(=[O:4])[CH:2]=[CH2:3].[CH2:6]([NH2:13])[C:7]1[CH:12]=[CH:11][CH:10]=[CH:9][CH:8]=1. Product: [CH2:6]([NH:13][CH2:3][CH2:2][C:1]([NH2:5])=[O:4])[C:7]1[CH:12]=[CH:11][CH:10]=[CH:9][CH:8]=1. The catalyst class is: 8. (5) Reactant: [O:1]1[CH:5]=[CH:4][C:3]2[CH:6]=[C:7]([CH2:10][S:11]([CH2:14][CH:15]([N:24]([O:27]C(=O)[C@@H](OC)C3C=CC=CC=3)[CH:25]=[O:26])[C:16]3[CH:21]=[CH:20][C:19]([O:22][CH3:23])=[CH:18][CH:17]=3)(=[O:13])=[O:12])[CH:8]=[CH:9][C:2]1=2.C(=O)([O-])[O-].[K+].[K+]. Product: [O:1]1[CH:5]=[CH:4][C:3]2[CH:6]=[C:7]([CH2:10][S:11]([CH2:14][C@@H:15]([N:24]([OH:27])[CH:25]=[O:26])[C:16]3[CH:21]=[CH:20][C:19]([O:22][CH3:23])=[CH:18][CH:17]=3)(=[O:13])=[O:12])[CH:8]=[CH:9][C:2]1=2. The catalyst class is: 5. (6) Reactant: [CH3:1][N:2]1[C:6]([C:7]2[S:11][C:10]([S:12](Cl)(=[O:14])=[O:13])=[CH:9][CH:8]=2)=[CH:5][C:4]([C:16]([F:19])([F:18])[F:17])=[N:3]1.[NH2:20][C:21]1[CH:22]=[CH:23][C:24]([O:37][CH3:38])=[C:25]([NH:27][C:28]([NH:30][C:31]2[CH:36]=[CH:35][CH:34]=[CH:33][CH:32]=2)=[O:29])[CH:26]=1.N1C=CC=CC=1. Product: [CH3:38][O:37][C:24]1[CH:23]=[CH:22][C:21]([NH:20][S:12]([C:10]2[S:11][C:7]([C:6]3[N:2]([CH3:1])[N:3]=[C:4]([C:16]([F:19])([F:18])[F:17])[CH:5]=3)=[CH:8][CH:9]=2)(=[O:14])=[O:13])=[CH:26][C:25]=1[NH:27][C:28]([NH:30][C:31]1[CH:36]=[CH:35][CH:34]=[CH:33][CH:32]=1)=[O:29]. The catalyst class is: 2. (7) Reactant: C[Si]([N-][Si](C)(C)C)(C)C.[K+].[Br:11][C:12]1[CH:17]=[CH:16][C:15]([N+:18]([O-:20])=[O:19])=[C:14](F)[CH:13]=1.[CH3:22][C:23](=[CH2:26])[CH2:24][OH:25]. Product: [Br:11][C:12]1[CH:17]=[CH:16][C:15]([N+:18]([O-:20])=[O:19])=[C:14]([O:25][CH2:24][C:23]([CH3:26])=[CH2:22])[CH:13]=1. The catalyst class is: 76. (8) Reactant: Cl.Cl[C:3]1[C:12]2[C:7](=[CH:8][C:9]([CH2:13][N:14]3[CH2:19][CH2:18][NH:17][C@@H:16]([CH3:20])[C:15]3=[O:21])=[CH:10][CH:11]=2)[N:6]=[CH:5][CH:4]=1.[Br:22][C:23]1[CH:24]=[C:25](/[CH:28]=[CH:29]/[C:30]([OH:32])=O)[S:26][CH:27]=1.BrC1C=C(C=O)SC=1.C([N:43](CC)CC)C. Product: [NH2:43][C:3]1[C:12]2[C:7](=[CH:8][C:9]([CH2:13][N:14]3[CH2:19][CH2:18][N:17]([C:30](=[O:32])[CH:29]=[CH:28][C:25]4[S:26][CH:27]=[C:23]([Br:22])[CH:24]=4)[C@@H:16]([CH3:20])[C:15]3=[O:21])=[CH:10][CH:11]=2)[N:6]=[CH:5][CH:4]=1. The catalyst class is: 3. (9) Reactant: [C:1]([Si:5]([O:8][C:9]1[C:14]([CH3:15])=[CH:13][C:12]([CH:16]=[CH:17][N+:18]([O-])=O)=[CH:11][C:10]=1[CH3:21])([CH3:7])[CH3:6])([CH3:4])([CH3:3])[CH3:2].[H-].[Al+3].[Li+].[H-].[H-].[H-]. Product: [Si:5]([O:8][C:9]1[C:14]([CH3:15])=[CH:13][C:12]([CH2:16][CH2:17][NH2:18])=[CH:11][C:10]=1[CH3:21])([C:1]([CH3:4])([CH3:3])[CH3:2])([CH3:6])[CH3:7]. The catalyst class is: 27. (10) Reactant: [CH3:1][N:2]1[C:8]2[CH:9]=[CH:10][CH:11]=[CH:12][C:7]=2[CH2:6][N:5](C(=O)C(F)(F)F)[C:4]2[CH:19]=[CH:20][CH:21]=[CH:22][C:3]1=2.[OH-].[Na+]. Product: [CH3:1][N:2]1[C:8]2[CH:9]=[CH:10][CH:11]=[CH:12][C:7]=2[CH2:6][NH:5][C:4]2[CH:19]=[CH:20][CH:21]=[CH:22][C:3]1=2. The catalyst class is: 8.